Dataset: Full USPTO retrosynthesis dataset with 1.9M reactions from patents (1976-2016). Task: Predict the reactants needed to synthesize the given product. (1) Given the product [C:16]([O:15][C:9]1[CH:8]=[C:7]([CH2:19][CH2:20][C:21]2[CH:26]=[CH:25][CH:24]=[CH:23][CH:22]=2)[CH:6]=[C:5]([O:4][C:1](=[O:3])[CH3:2])[C:10]=1[O:11][C:12](=[O:14])[CH3:13])(=[O:18])[CH3:17], predict the reactants needed to synthesize it. The reactants are: [C:1]([O:4][C:5]1[CH:6]=[C:7](/[CH:19]=[CH:20]/[C:21]2[CH:26]=[CH:25][CH:24]=[CH:23][CH:22]=2)[CH:8]=[C:9]([O:15][C:16](=[O:18])[CH3:17])[C:10]=1[O:11][C:12](=[O:14])[CH3:13])(=[O:3])[CH3:2]. (2) The reactants are: [Br:1][C:2]1[CH:7]=[CH:6][C:5]([C:8]2[CH:18]=[C:11]3[N:12]=[C:13]([Cl:17])[CH:14]=[C:15](Cl)[N:10]3[N:9]=2)=[CH:4][CH:3]=1.[NH:19]1[CH2:24][CH2:23][O:22][CH2:21][CH2:20]1. Given the product [Br:1][C:2]1[CH:7]=[CH:6][C:5]([C:8]2[CH:18]=[C:11]3[N:12]=[C:13]([Cl:17])[CH:14]=[C:15]([N:19]4[CH2:24][CH2:23][O:22][CH2:21][CH2:20]4)[N:10]3[N:9]=2)=[CH:4][CH:3]=1, predict the reactants needed to synthesize it. (3) Given the product [Cl:1][C:2]1[CH:3]=[C:4]([CH:55]=[CH:56][CH:57]=1)[O:5][C:6]1[CH:32]=[C:31]([N:33]2[CH2:34][CH2:35][N:36]([CH2:39][C:40]3[CH2:45][CH2:44][C:43]([CH3:47])([CH3:46])[CH2:42][C:41]=3[C:48]3[CH:49]=[CH:50][C:51]([Cl:54])=[CH:52][CH:53]=3)[CH2:37][CH2:38]2)[CH:30]=[CH:29][C:7]=1[C:8]([NH:10][S:11]([C:14]1[CH:19]=[CH:18][C:17]([NH:20][C@H:21]2[CH2:25][CH2:24][N:23]([CH3:58])[CH2:22]2)=[C:16]([N+:26]([O-:28])=[O:27])[CH:15]=1)(=[O:12])=[O:13])=[O:9], predict the reactants needed to synthesize it. The reactants are: [Cl:1][C:2]1[CH:3]=[C:4]([CH:55]=[CH:56][CH:57]=1)[O:5][C:6]1[CH:32]=[C:31]([N:33]2[CH2:38][CH2:37][N:36]([CH2:39][C:40]3[CH2:45][CH2:44][C:43]([CH3:47])([CH3:46])[CH2:42][C:41]=3[C:48]3[CH:53]=[CH:52][C:51]([Cl:54])=[CH:50][CH:49]=3)[CH2:35][CH2:34]2)[CH:30]=[CH:29][C:7]=1[C:8]([NH:10][S:11]([C:14]1[CH:19]=[CH:18][C:17]([NH:20][C@H:21]2[CH2:25][CH2:24][NH:23][CH2:22]2)=[C:16]([N+:26]([O-:28])=[O:27])[CH:15]=1)(=[O:13])=[O:12])=[O:9].[CH2:58]=O. (4) The reactants are: [C:1]12([CH2:11][NH:12][C:13]([C:15]3[N:20]4[CH:21]=[C:22]([C:24](OCC)=[O:25])[N:23]=[C:19]4[CH:18]=[CH:17][CH:16]=3)=[O:14])[CH2:10][CH:5]3[CH2:6][CH:7]([CH2:9][CH:3]([CH2:4]3)[CH2:2]1)[CH2:8]2.[Li+].[BH4-]. Given the product [C:1]12([CH2:11][NH:12][C:13]([C:15]3[N:20]4[CH:21]=[C:22]([CH2:24][OH:25])[N:23]=[C:19]4[CH:18]=[CH:17][CH:16]=3)=[O:14])[CH2:8][CH:7]3[CH2:9][CH:3]([CH2:4][CH:5]([CH2:6]3)[CH2:10]1)[CH2:2]2, predict the reactants needed to synthesize it. (5) Given the product [CH3:13][C:11]1[CH:12]=[C:7]([CH:8]=[C:9]([CH3:33])[C:10]=1[CH2:14][C:15]1[CH:20]=[CH:19][C:18]([O:21][CH2:22][O:23][CH3:24])=[C:17]([CH2:25][C:26]2[CH:27]=[CH:28][C:29]([F:32])=[CH:30][CH:31]=2)[CH:16]=1)[C:36]([O:72][CH3:71])=[O:37], predict the reactants needed to synthesize it. The reactants are: FC(F)(F)S(O[C:7]1[CH:12]=[C:11]([CH3:13])[C:10]([CH2:14][C:15]2[CH:20]=[CH:19][C:18]([O:21][CH2:22][O:23][CH3:24])=[C:17]([CH2:25][C:26]3[CH:31]=[CH:30][C:29]([F:32])=[CH:28][CH:27]=3)[CH:16]=2)=[C:9]([CH3:33])[CH:8]=1)(=O)=O.[CH3:36][OH:37].C1C=CC(P(C2C=CC=CC=2)CCCP(C2C=CC=CC=2)C2C=CC=CC=2)=CC=1.Cl.CN([CH:71]=[O:72])C. (6) Given the product [C:10]1([NH:9][C:5]2[C:4]([NH:9][C:10]3[CH:15]=[CH:14][CH:13]=[CH:12][CH:11]=3)=[N:3][C:2](=[O:1])[C:7](=[O:8])[CH:6]=2)[CH:15]=[CH:14][CH:13]=[CH:12][CH:11]=1, predict the reactants needed to synthesize it. The reactants are: [OH:1][C:2]1[C:7]([OH:8])=[CH:6][CH:5]=[CH:4][N:3]=1.[NH2:9][C:10]1[CH:15]=[CH:14][CH:13]=[CH:12][CH:11]=1. (7) Given the product [OH:3][C:4]1[C:9]([O:10][CH3:11])=[C:8]([O:12][CH3:13])[N:7]([CH2:14][C:15]2[CH:16]=[CH:17][C:18]([O:21][CH3:22])=[CH:19][CH:20]=2)[C:6](=[O:23])[CH:5]=1, predict the reactants needed to synthesize it. The reactants are: [OH-].[Na+].[OH:3][C:4]1[C:9]([O:10][CH3:11])=[C:8]([O:12][CH3:13])[N:7]([CH2:14][C:15]2[CH:20]=[CH:19][C:18]([O:21][CH3:22])=[CH:17][CH:16]=2)[C:6](=[O:23])[C:5]=1C(OC)=O.Cl.